Dataset: Full USPTO retrosynthesis dataset with 1.9M reactions from patents (1976-2016). Task: Predict the reactants needed to synthesize the given product. Given the product [CH3:18][Si:19]([CH3:21])([CH3:20])[C:22]#[C:23][C:2]1[CH:3]=[C:4]2[CH2:10][C@:9]3([CH:15]4[CH2:16][CH2:17][N:12]([CH2:13][CH2:14]4)[CH2:11]3)[O:8][C:5]2=[N:6][CH:7]=1, predict the reactants needed to synthesize it. The reactants are: Br[C:2]1[CH:3]=[C:4]2[CH2:10][C@:9]3([CH:15]4[CH2:16][CH2:17][N:12]([CH2:13][CH2:14]4)[CH2:11]3)[O:8][C:5]2=[N:6][CH:7]=1.[CH3:18][Si:19]([C:22]#[CH:23])([CH3:21])[CH3:20].C(N(CC)CC)C.